This data is from Reaction yield outcomes from USPTO patents with 853,638 reactions. The task is: Predict the reaction yield, written as a fraction of the theoretical maximum amount of product (1.0 means a 100% yield; for example, 0.34 means a 34% yield). (1) The reactants are [Br:1][C:2]1[CH:3]=[C:4]([NH:10][C:11]2[N:16]=[CH:15][C:14]([N:17]3[CH2:22][CH2:21][N:20]([C:23]([O:25][C:26]([CH3:29])([CH3:28])[CH3:27])=[O:24])[CH2:19][CH2:18]3)=[CH:13][CH:12]=2)[C:5](=[O:9])[N:6]([CH3:8])[CH:7]=1.[C:30](OC(N1CCN(C2C=NC(N)=CC=2)[C@@H](C)C1)=O)(C)(C)C.BrC1C(=O)N(C)C=C(Br)C=1. No catalyst specified. The product is [C:26]([O:25][C:23]([N:20]1[CH2:21][CH2:22][N:17]([C:14]2[CH:15]=[N:16][C:11]([NH:10][C:4]3[C:5](=[O:9])[N:6]([CH3:8])[CH:7]=[C:2]([Br:1])[CH:3]=3)=[CH:12][CH:13]=2)[C@@H:18]([CH3:30])[CH2:19]1)=[O:24])([CH3:29])([CH3:28])[CH3:27]. The yield is 0.830. (2) The reactants are [OH:1][CH2:2][C:3]1[CH:11]=[CH:10][C:9]2[CH2:12][NH:13][C@@H:14]([CH:17]3[CH:22]4[CH2:23][CH2:24][N:19]([CH2:20][CH2:21]4)[CH2:18]3)[C:15](=[O:16])[N:7]3[C:8]=2[C:4]=1[CH:5]=[CH:6]3.[C:25](OC(=O)C)(=[O:27])[CH3:26]. The catalyst is CN(C)C1C=CN=CC=1.N1C=CC=CC=1. The product is [C:25]([O:1][CH2:2][C:3]1[CH:11]=[CH:10][C:9]2[CH2:12][NH:13][C@@H:14]([CH:17]3[CH:22]4[CH2:21][CH2:20][N:19]([CH2:24][CH2:23]4)[CH2:18]3)[C:15](=[O:16])[N:7]3[C:8]=2[C:4]=1[CH:5]=[CH:6]3)(=[O:27])[CH3:26]. The yield is 0.710. (3) The reactants are CN(C(ON1N=NC2C=CC=NC1=2)=[N+](C)C)C.F[P-](F)(F)(F)(F)F.[C:25]([O:29][C:30]([C:32]1[CH:33]=[CH:34][C:35]2[C:36]([CH:55]3[CH2:60][CH2:59][CH2:58][CH2:57][CH2:56]3)=[C:37]3[C:43]4[CH:44]=[CH:45][C:46]([O:48][CH3:49])=[CH:47][C:42]=4[CH:41]=[C:40]([C:50]([OH:52])=O)[CH2:39][N:38]3[C:53]=2[CH:54]=1)=[O:31])([CH3:28])([CH3:27])[CH3:26].Cl.Cl.[CH3:63][N:64]1[CH2:70][CH:69]2[NH:71][CH:66]([CH2:67][CH2:68]2)[CH2:65]1. The catalyst is CN(C=O)C.O. The product is [CH:55]1([C:36]2[C:35]3[CH:34]=[CH:33][C:32]([C:30]([O:29][C:25]([CH3:26])([CH3:27])[CH3:28])=[O:31])=[CH:54][C:53]=3[N:38]3[CH2:39][C:40]([C:50]([N:71]4[CH:66]5[CH2:67][CH2:68][CH:69]4[CH2:70][N:64]([CH3:63])[CH2:65]5)=[O:52])=[CH:41][C:42]4[CH:47]=[C:46]([O:48][CH3:49])[CH:45]=[CH:44][C:43]=4[C:37]=23)[CH2:56][CH2:57][CH2:58][CH2:59][CH2:60]1. The yield is 0.950.